From a dataset of Peptide-MHC class I binding affinity with 185,985 pairs from IEDB/IMGT. Regression. Given a peptide amino acid sequence and an MHC pseudo amino acid sequence, predict their binding affinity value. This is MHC class I binding data. The peptide sequence is TLFDDELYSI. The MHC is HLA-A02:01 with pseudo-sequence HLA-A02:01. The binding affinity (normalized) is 0.988.